This data is from Reaction yield outcomes from USPTO patents with 853,638 reactions. The task is: Predict the reaction yield, written as a fraction of the theoretical maximum amount of product (1.0 means a 100% yield; for example, 0.34 means a 34% yield). (1) The reactants are F[C:2]1[CH:3]=[C:4]2[C:9](=[CH:10][C:11]=1[N+:12]([O-:14])=[O:13])[NH:8][C:7](=[O:15])[N:6]([NH:16][S:17]([CH3:20])(=[O:19])=[O:18])[C:5]2=[O:21].[Br:22][C:23]1[N:24]=[CH:25][NH:26][CH:27]=1.CS(C)=O.C(OCC)(=O)C. The catalyst is O. The product is [Br:22][C:23]1[N:24]=[CH:25][N:26]([C:2]2[CH:3]=[C:4]3[C:9](=[CH:10][C:11]=2[N+:12]([O-:14])=[O:13])[NH:8][C:7](=[O:15])[N:6]([NH:16][S:17]([CH3:20])(=[O:19])=[O:18])[C:5]3=[O:21])[CH:27]=1. The yield is 0.210. (2) The reactants are [NH:1]1[CH:5]=[CH:4][C:3]([CH:6]=[O:7])=[N:2]1.Br[C:9]1[CH:10]=[CH:11][C:12]([C:15]([F:18])([F:17])[F:16])=[N:13][CH:14]=1.C(=O)([O-])[O-].[Cs+].[Cs+].CN[C@@H]1CCCC[C@H]1NC.[Cl-].[NH4+]. The catalyst is CN(C=O)C.[Cu]I. The product is [F:16][C:15]([F:18])([F:17])[C:12]1[N:13]=[CH:14][C:9]([N:1]2[CH:5]=[CH:4][C:3]([CH:6]=[O:7])=[N:2]2)=[CH:10][CH:11]=1. The yield is 0.270. (3) The yield is 0.980. The reactants are C[O:2][C:3](=[O:25])[C:4]1[CH:9]=[CH:8][C:7]([O:10][CH2:11][C:12]2[C:13]([C:18]3[CH:23]=[CH:22][C:21]([Cl:24])=[CH:20][CH:19]=3)=[N:14][O:15][C:16]=2[CH3:17])=[N:6][CH:5]=1.COC(=O)C1C=CC(OCC2C(C3C=CC=C(F)C=3)=NOC=2C)=NC=1. The product is [Cl:24][C:21]1[CH:20]=[CH:19][C:18]([C:13]2[C:12]([CH2:11][O:10][C:7]3[CH:8]=[CH:9][C:4]([C:3]([OH:25])=[O:2])=[CH:5][N:6]=3)=[C:16]([CH3:17])[O:15][N:14]=2)=[CH:23][CH:22]=1. No catalyst specified. (4) The reactants are [Cl:1][C:2]1[CH:26]=[CH:25][C:5]([O:6][CH2:7][C:8]2[NH:9][C:10]3[C:16]([O:17][CH2:18][C:19]4[CH:24]=[CH:23][CH:22]=[CH:21][CH:20]=4)=[CH:15][CH:14]=[CH:13][C:11]=3[N:12]=2)=[CH:4][CH:3]=1.[H-].[Na+].ClC1C=CC(OCC2N([CH2:41][CH2:42][CH2:43][CH:44]3[CH2:49][CH2:48][CH2:47][N:46]([C:50]([O:52][C:53]([CH3:56])([CH3:55])[CH3:54])=[O:51])[CH2:45]3)C3C=CC=C(O[CH2:41][CH2:42][CH2:43][CH:44]4[CH2:49][CH2:48][CH2:47][N:46]([C:50]([O:52][C:53]([CH3:55])([CH3:54])[CH3:56])=[O:51])[CH2:45]4)C=3N=2)=CC=1. The catalyst is CN(C)C=O. The product is [Cl:1][C:2]1[CH:3]=[CH:4][C:5]([O:6][CH2:7][C:8]2[N:12]([CH2:41][CH2:42][CH2:43][CH:44]3[CH2:49][CH2:48][CH2:47][N:46]([C:50]([O:52][C:53]([CH3:54])([CH3:56])[CH3:55])=[O:51])[CH2:45]3)[C:11]3[CH:13]=[CH:14][CH:15]=[C:16]([O:17][CH2:18][C:19]4[CH:20]=[CH:21][CH:22]=[CH:23][CH:24]=4)[C:10]=3[N:9]=2)=[CH:25][CH:26]=1. The yield is 0.380. (5) The catalyst is CCOC(C)=O.CN(C=O)C. The product is [F:1][C:2]1[CH:3]=[C:4]([C@H:8]2[CH2:12][CH2:11][CH2:10][N:9]2[C:13]2[CH:18]=[CH:17][N:16]3[N:19]=[CH:20][C:21]([NH:22][C:29]([C:25]4[N:24]([CH3:23])[CH:28]=[CH:27][N:26]=4)=[O:30])=[C:15]3[N:14]=2)[CH:5]=[CH:6][CH:7]=1. The reactants are [F:1][C:2]1[CH:3]=[C:4]([C@H:8]2[CH2:12][CH2:11][CH2:10][N:9]2[C:13]2[CH:18]=[CH:17][N:16]3[N:19]=[CH:20][C:21]([NH2:22])=[C:15]3[N:14]=2)[CH:5]=[CH:6][CH:7]=1.[CH3:23][N:24]1[CH:28]=[CH:27][N:26]=[C:25]1[C:29](O)=[O:30].CN(C(ON1N=NC2C=CC=NC1=2)=[N+](C)C)C.F[P-](F)(F)(F)(F)F.CCN(C(C)C)C(C)C. The yield is 0.680. (6) The reactants are [OH:1][CH2:2][CH:3]1[CH:7]2[O:8][C:9]([CH3:12])([CH3:11])[O:10][CH:6]2[CH:5]([N:13]2[CH:21]=[N:20][C:19]3[C:14]2=[N:15][CH:16]=[N:17][C:18]=3[NH:22][C:23]([NH:25][C:26]2[CH:31]=[CH:30][CH:29]=[CH:28][CH:27]=2)=[O:24])[O:4]1.CC(C)([O-])C.[K+].Cl[C:39]1[N:47]=[CH:46][CH:45]=[CH:44][C:40]=1[C:41]([OH:43])=[O:42]. The catalyst is CN(C=O)C. The product is [CH3:12][C:9]1([CH3:11])[O:10][CH:6]2[CH:5]([N:13]3[CH:21]=[N:20][C:19]4[C:14]3=[N:15][CH:16]=[N:17][C:18]=4[NH:22][C:23]([NH:25][C:26]3[CH:31]=[CH:30][CH:29]=[CH:28][CH:27]=3)=[O:24])[O:4][CH:3]([CH2:2][O:1][C:39]3[N:47]=[CH:46][CH:45]=[CH:44][C:40]=3[C:41]([OH:43])=[O:42])[CH:7]2[O:8]1. The yield is 0.270. (7) The reactants are [CH3:1][O:2][C:3]1[C:4]([CH2:22][C:23](O)=[O:24])=[N:5][CH:6]=[C:7]([O:9][C:10]2[C:19]3[C:14](=[CH:15][CH:16]=[C:17]([O:20][CH3:21])[CH:18]=3)[N:13]=[CH:12][CH:11]=2)[CH:8]=1.[NH2:26][C:27]1[CH:31]=[C:30]([CH:32]2[CH2:34][CH2:33]2)[NH:29][N:28]=1. No catalyst specified. The product is [CH:32]1([C:30]2[NH:29][N:28]=[C:27]([NH:26][C:23](=[O:24])[CH2:22][C:4]3[C:3]([O:2][CH3:1])=[CH:8][C:7]([O:9][C:10]4[C:19]5[C:14](=[CH:15][CH:16]=[C:17]([O:20][CH3:21])[CH:18]=5)[N:13]=[CH:12][CH:11]=4)=[CH:6][N:5]=3)[CH:31]=2)[CH2:34][CH2:33]1. The yield is 0.310.